Dataset: Forward reaction prediction with 1.9M reactions from USPTO patents (1976-2016). Task: Predict the product of the given reaction. (1) Given the reactants [Cl:1][C:2]1[CH:3]=[CH:4][C:5]2[O:9][C:8]([C:10]3[C:11]([F:30])=[CH:12][C:13]([F:29])=[C:14]([C@:16]4([CH3:28])[C:22]([F:24])([F:23])[C:21]([CH3:26])([CH3:25])[O:20][CH2:19][C:18](=S)[NH:17]4)[CH:15]=3)=[N:7][C:6]=2[CH:31]=1.[NH3:32].C(OO)(C)(C)C, predict the reaction product. The product is: [Cl:1][C:2]1[CH:3]=[CH:4][C:5]2[O:9][C:8]([C:10]3[C:11]([F:30])=[CH:12][C:13]([F:29])=[C:14]([C@:16]4([CH3:28])[C:22]([F:24])([F:23])[C:21]([CH3:26])([CH3:25])[O:20][CH2:19][C:18]([NH2:32])=[N:17]4)[CH:15]=3)=[N:7][C:6]=2[CH:31]=1. (2) Given the reactants Cl[C:2]1[CH:7]=[CH:6][C:5]([N:8]2[CH2:15][C:14]3[C:10](=[N:11][N:12]([CH2:16][C:17]([CH3:20])([OH:19])[CH3:18])[CH:13]=3)[CH2:9]2)=[C:4]([F:21])[CH:3]=1.[B:22]1([B:22]2[O:26][C:25]([CH3:28])([CH3:27])[C:24]([CH3:30])([CH3:29])[O:23]2)[O:26][C:25]([CH3:28])([CH3:27])[C:24]([CH3:30])([CH3:29])[O:23]1.C([O-])(=O)C.[K+].C1(P(C2CCCCC2)C2C=CC=CC=2C2C(C(C)C)=CC(C(C)C)=CC=2C(C)C)CCCCC1, predict the reaction product. The product is: [F:21][C:4]1[CH:3]=[C:2]([B:22]2[O:26][C:25]([CH3:28])([CH3:27])[C:24]([CH3:30])([CH3:29])[O:23]2)[CH:7]=[CH:6][C:5]=1[N:8]1[CH2:15][C:14]2[C:10](=[N:11][N:12]([CH2:16][C:17]([CH3:20])([OH:19])[CH3:18])[CH:13]=2)[CH2:9]1. (3) Given the reactants CS(C)=O.C(Cl)(=O)C(Cl)=O.[C:11]([O:15][C:16]([N:18]1[CH2:22][C@H:21]([CH2:23][NH:24][C:25]([O:27][C:28]([CH3:31])([CH3:30])[CH3:29])=[O:26])[CH2:20][C@H:19]1[CH2:32][OH:33])=[O:17])([CH3:14])([CH3:13])[CH3:12].C(N(CC)CC)C, predict the reaction product. The product is: [C:11]([O:15][C:16]([N:18]1[CH2:22][C@H:21]([CH2:23][NH:24][C:25]([O:27][C:28]([CH3:31])([CH3:30])[CH3:29])=[O:26])[CH2:20][C@H:19]1[CH:32]=[O:33])=[O:17])([CH3:13])([CH3:12])[CH3:14]. (4) Given the reactants [Br:1][C:2]1[C:3]([N+:10]([O-:12])=[O:11])=[CH:4][C:5]([Cl:9])=[C:6]([OH:8])[CH:7]=1.C([O-])([O-])=O.[Cs+].[Cs+].Br[CH2:20][CH:21]1[CH2:23][CH2:22]1.[NH4+].[Cl-], predict the reaction product. The product is: [Br:1][C:2]1[CH:7]=[C:6]([O:8][CH2:20][CH:21]2[CH2:23][CH2:22]2)[C:5]([Cl:9])=[CH:4][C:3]=1[N+:10]([O-:12])=[O:11]. (5) Given the reactants [Br:1][C:2]1[CH:7]=[CH:6][C:5]([N+:8]([O-:10])=[O:9])=[C:4](F)[CH:3]=1.C([O:14][C:15](=[O:25])[CH2:16][NH:17][CH2:18][C:19]1[CH:24]=[CH:23][CH:22]=[CH:21][CH:20]=1)C, predict the reaction product. The product is: [Br:1][C:2]1[CH:7]=[CH:6][C:5]([N+:8]([O-:10])=[O:9])=[C:4]([N:17]([CH2:16][C:15]([OH:25])=[O:14])[CH2:18][C:19]2[CH:24]=[CH:23][CH:22]=[CH:21][CH:20]=2)[CH:3]=1. (6) Given the reactants [C:1]([C@@H:4]1[CH2:9][N:8]2[CH2:10][CH2:11][CH2:12][C@@H:7]2[CH2:6][N:5]1[C:13]([O:15][C:16]([CH3:19])([CH3:18])[CH3:17])=[O:14])(=[S:3])[NH2:2].C(=O)([O-])O.[K+].Br[CH2:26][C:27](=O)[C:28]([O:30][CH2:31][CH3:32])=[O:29].FC(F)(F)C(OC(=O)C(F)(F)F)=O.CC1C=C(C)C=C(C)N=1, predict the reaction product. The product is: [CH2:31]([O:30][C:28]([C:27]1[N:2]=[C:1]([C@@H:4]2[CH2:9][N:8]3[CH2:10][CH2:11][CH2:12][C@@H:7]3[CH2:6][N:5]2[C:13]([O:15][C:16]([CH3:19])([CH3:18])[CH3:17])=[O:14])[S:3][CH:26]=1)=[O:29])[CH3:32]. (7) Given the reactants [H-].[Al+3].[Li+].[H-].[H-].[H-].[CH3:7][O:8][CH2:9][O:10][C:11]1[CH:16]=[C:15]([CH3:17])[C:14]([C:18]2[CH:23]=[CH:22][CH:21]=[C:20]([C:24](OC)=[O:25])[C:19]=2[CH3:28])=[C:13]([CH3:29])[CH:12]=1, predict the reaction product. The product is: [CH3:7][O:8][CH2:9][O:10][C:11]1[CH:16]=[C:15]([CH3:17])[C:14]([C:18]2[CH:23]=[CH:22][CH:21]=[C:20]([CH2:24][OH:25])[C:19]=2[CH3:28])=[C:13]([CH3:29])[CH:12]=1. (8) Given the reactants [F:1][C:2]1[CH:22]=[CH:21][CH:20]=[CH:19][C:3]=1[O:4][C:5]1[CH:6]=[C:7]([NH:11][CH2:12][C:13]2[CH:14]=[N:15][CH:16]=[CH:17][CH:18]=2)[CH:8]=[CH:9][CH:10]=1.[F:23][C:24]([F:31])([F:30])[CH2:25][S:26](Cl)(=[O:28])=[O:27], predict the reaction product. The product is: [F:1][C:2]1[CH:22]=[CH:21][CH:20]=[CH:19][C:3]=1[O:4][C:5]1[CH:6]=[C:7]([N:11]([CH2:12][C:13]2[CH:14]=[N:15][CH:16]=[CH:17][CH:18]=2)[S:26]([CH2:25][C:24]([F:31])([F:30])[F:23])(=[O:28])=[O:27])[CH:8]=[CH:9][CH:10]=1.